From a dataset of Forward reaction prediction with 1.9M reactions from USPTO patents (1976-2016). Predict the product of the given reaction. Given the reactants [NH2:1][C:2]1[N:7]=[C:6]([Cl:8])[C:5]([C:9]#[N:10])=[CH:4][CH:3]=1.Cl[C:12]([O:14][CH2:15][CH:16]=[CH2:17])=[O:13].C(N(CC)C(C)C)(C)C, predict the reaction product. The product is: [Cl:8][C:6]1[N:7]=[C:2]([NH:1][C:12](=[O:13])[O:14][CH2:15][CH:16]=[CH2:17])[CH:3]=[CH:4][C:5]=1[C:9]#[N:10].